The task is: Predict the product of the given reaction.. This data is from Forward reaction prediction with 1.9M reactions from USPTO patents (1976-2016). (1) Given the reactants [C:1]([NH:5][C:6](=[O:14])[C:7]1[CH:12]=[CH:11][C:10](Cl)=[N:9][CH:8]=1)([CH3:4])([CH3:3])[CH3:2].[CH:15]1([NH:18][C:19]([C:21]2[CH:22]=[C:23]([F:31])[C:24]([CH3:30])=[C:25](B(O)O)[CH:26]=2)=[O:20])[CH2:17][CH2:16]1.C(=O)([O-])O.[Na+], predict the reaction product. The product is: [CH:15]1([NH:18][C:19]([C:21]2[CH:22]=[C:23]([F:31])[C:24]([CH3:30])=[C:25]([C:10]3[N:9]=[CH:8][C:7]([C:6]([NH:5][C:1]([CH3:4])([CH3:3])[CH3:2])=[O:14])=[CH:12][CH:11]=3)[CH:26]=2)=[O:20])[CH2:17][CH2:16]1. (2) Given the reactants [CH3:1][O:2][C:3](=[O:20])[CH:4]([NH2:19])[C:5]1[CH:10]=[CH:9][CH:8]=[C:7]([S:11](=[O:18])(=[O:17])[NH:12]C(C)(C)C)[CH:6]=1.C1(OC)C=CC=CC=1.C(O)(C(F)(F)F)=O, predict the reaction product. The product is: [CH3:1][O:2][C:3](=[O:20])[CH:4]([NH2:19])[C:5]1[CH:10]=[CH:9][CH:8]=[C:7]([S:11](=[O:17])(=[O:18])[NH2:12])[CH:6]=1.